Dataset: Forward reaction prediction with 1.9M reactions from USPTO patents (1976-2016). Task: Predict the product of the given reaction. (1) Given the reactants [F:1][C:2]1[CH:3]=[C:4]([NH:9][C:10]2[N:18]=[CH:17][CH:16]=[CH:15][C:11]=2[C:12]([OH:14])=O)[CH:5]=[C:6]([F:8])[CH:7]=1.[CH3:19][C:20]([NH2:24])([C:22]#[CH:23])[CH3:21].C1C=CC2N(O)N=NC=2C=1.CCN=C=NCCCN(C)C.CCN(C(C)C)C(C)C, predict the reaction product. The product is: [F:8][C:6]1[CH:5]=[C:4]([NH:9][C:10]2[N:18]=[CH:17][CH:16]=[CH:15][C:11]=2[C:12]([NH:24][C:20]([CH3:21])([C:22]#[CH:23])[CH3:19])=[O:14])[CH:3]=[C:2]([F:1])[CH:7]=1. (2) Given the reactants [CH:1]([Mg]Cl)([CH3:3])[CH3:2].ClC([C:9]1[CH:14]=[CH:13]C=[CH:11][C:10]=1[CH:15]([CH3:18])[C:16]#[N:17])=O.Cl.CC[O:22][CH2:23][CH3:24], predict the reaction product. The product is: [C:23]([C:24]1[CH:11]=[C:10]([CH:15]([CH3:18])[C:16]#[N:17])[CH:9]=[CH:14][CH:13]=1)(=[O:22])[CH:1]([CH3:3])[CH3:2]. (3) Given the reactants [Br:1][C:2]1[CH:3]=[C:4]2[C:8](=[CH:9][CH:10]=1)[N:7]([CH:11]1[CH2:16][CH2:15][CH2:14][CH2:13][O:12]1)[N:6]=[C:5]2I.[CH3:18][O:19][C:20]1[CH:41]=[CH:40][C:23]([CH2:24][O:25][C:26]2[CH:31]=[C:30]([Sn](C)(C)C)[N:29]=[C:28]([S:36]([CH3:39])(=[O:38])=[O:37])[N:27]=2)=[CH:22][CH:21]=1, predict the reaction product. The product is: [Br:1][C:2]1[CH:3]=[C:4]2[C:8](=[CH:9][CH:10]=1)[N:7]([CH:11]1[CH2:16][CH2:15][CH2:14][CH2:13][O:12]1)[N:6]=[C:5]2[C:30]1[CH:31]=[C:26]([O:25][CH2:24][C:23]2[CH:22]=[CH:21][C:20]([O:19][CH3:18])=[CH:41][CH:40]=2)[N:27]=[C:28]([S:36]([CH3:39])(=[O:38])=[O:37])[N:29]=1. (4) Given the reactants [C:1]([C:5]1[N:13]=[C:12]2[C:8]([N:9]=[CH:10][N:11]2[CH2:14][C:15]2[N:19]([CH:20]3[CH2:22][CH2:21]3)[N:18]=[N:17][N:16]=2)=[C:7](Cl)[N:6]=1)([CH3:4])([CH3:3])[CH3:2].Cl.[F:25][C:26]1([F:31])[CH2:30][CH2:29][NH:28][CH2:27]1, predict the reaction product. The product is: [C:1]([C:5]1[N:13]=[C:12]2[C:8]([N:9]=[CH:10][N:11]2[CH2:14][C:15]2[N:19]([CH:20]3[CH2:22][CH2:21]3)[N:18]=[N:17][N:16]=2)=[C:7]([N:28]2[CH2:29][CH2:30][C:26]([F:31])([F:25])[CH2:27]2)[N:6]=1)([CH3:4])([CH3:3])[CH3:2]. (5) Given the reactants N([O-])=O.[Na+].[NH2:5][C:6]1[C:7]([CH3:16])=[C:8]([CH:13]=[CH:14][CH:15]=1)[C:9]([O:11][CH3:12])=[O:10].F[B-](F)(F)F.[NH4+:22].Cl.C([O-])(=O)C.[K+], predict the reaction product. The product is: [NH:5]1[C:6]2[CH:15]=[CH:14][CH:13]=[C:8]([C:9]([O:11][CH3:12])=[O:10])[C:7]=2[CH:16]=[N:22]1. (6) Given the reactants [CH:1]1[C:10]2[C:5](=[CH:6][CH:7]=[CH:8][CH:9]=2)[CH:4]=[CH:3][C:2]=1B(O)O.[N:14]1([CH2:19][C:20]2[CH:21]=[CH:22][C:23](Br)=[N:24][CH:25]=2)[CH:18]=[CH:17][N:16]=[CH:15]1, predict the reaction product. The product is: [N:14]1([CH2:19][C:20]2[CH:21]=[CH:22][C:23]([C:2]3[CH:3]=[CH:4][C:5]4[C:10](=[CH:9][CH:8]=[CH:7][CH:6]=4)[CH:1]=3)=[N:24][CH:25]=2)[CH:18]=[CH:17][N:16]=[CH:15]1. (7) Given the reactants Cl.[CH2:2]([O:9][C:10]([CH:12]1[CH2:17][CH2:16][CH2:15][N:14]([CH:18]2[CH2:23][CH2:22][NH:21][CH2:20][CH2:19]2)[CH2:13]1)=[O:11])[C:3]1[CH:8]=[CH:7][CH:6]=[CH:5][CH:4]=1.[CH:24]1[C:37]2[C:28](=[CH:29][C:30]3[C:35]([C:36]=2[C:38](Cl)=[O:39])=[CH:34][CH:33]=[CH:32][CH:31]=3)[CH:27]=[CH:26][CH:25]=1, predict the reaction product. The product is: [CH2:2]([O:9][C:10]([CH:12]1[CH2:17][CH2:16][CH2:15][N:14]([CH:18]2[CH2:23][CH2:22][N:21]([C:38]([C:36]3[C:37]4[C:28]([CH:29]=[C:30]5[C:35]=3[CH:34]=[CH:33][CH:32]=[CH:31]5)=[CH:27][CH:26]=[CH:25][CH:24]=4)=[O:39])[CH2:20][CH2:19]2)[CH2:13]1)=[O:11])[C:3]1[CH:4]=[CH:5][CH:6]=[CH:7][CH:8]=1. (8) Given the reactants Br[C:2]1[CH:8]=[CH:7][C:5]([NH2:6])=[CH:4][CH:3]=1.[CH:9]([O:12][C:13]1[CH:14]=[C:15](B(O)O)[CH:16]=[CH:17][CH:18]=1)([CH3:11])[CH3:10], predict the reaction product. The product is: [CH:9]1([O:12][C:13]2[CH:14]=[C:15]([C:2]3[CH:8]=[CH:7][C:5]([NH2:6])=[CH:4][CH:3]=3)[CH:16]=[CH:17][CH:18]=2)[CH2:11][CH2:10]1. (9) Given the reactants [C:1]([O:4][C:5](=[O:7])[CH3:6])(=O)[CH3:2].[CH:8]1[C:17]2[C:12](=[CH:13][CH:14]=CC=2)[CH:11]=[CH:10][C:9]=1O, predict the reaction product. The product is: [C:5]([O:4][C:1]1[CH:14]=[CH:13][C:12]2[C:11](=[CH:10][CH:9]=[CH:8][CH:17]=2)[CH:2]=1)(=[O:7])[CH3:6].